Predict the reaction yield, written as a fraction of the theoretical maximum amount of product (1.0 means a 100% yield; for example, 0.34 means a 34% yield). From a dataset of Reaction yield outcomes from USPTO patents with 853,638 reactions. (1) The reactants are C[O:2][C:3]1[CH:4]=[C:5]2[C:10](=[CH:11][CH:12]=1)[CH2:9][CH:8]([N:13]1[C:21](=[O:22])[C:20]3[C:15](=[CH:16][CH:17]=[CH:18][CH:19]=3)[C:14]1=[O:23])[CH2:7][CH2:6]2.B(Br)(Br)Br.C(Cl)Cl. The catalyst is C(Cl)Cl. The product is [OH:2][C:3]1[CH:4]=[C:5]2[C:10](=[CH:11][CH:12]=1)[CH2:9][CH:8]([N:13]1[C:21](=[O:22])[C:20]3[C:15](=[CH:16][CH:17]=[CH:18][CH:19]=3)[C:14]1=[O:23])[CH2:7][CH2:6]2. The yield is 0.920. (2) The product is [CH3:27][O:28][C:29]1[CH:30]=[C:31]2[C:36](=[CH:37][C:38]=1[O:39][CH3:40])[N:35]=[CH:34][CH:33]=[C:32]2[O:41][C:42]1[CH:48]=[CH:47][C:45]([NH:46][C:60]([NH:59][C:57](=[O:58])[C:51]2[CH:52]=[CH:53][C:54]([CH3:56])=[CH:55][C:50]=2[CH3:49])=[S:61])=[CH:44][CH:43]=1. The reactants are S(Cl)(Cl)=O.CC1C=C(C)C=CC=1C(O)=O.CC1C=C(C)C=CC=1C(Cl)=O.[CH3:27][O:28][C:29]1[CH:30]=[C:31]2[C:36](=[CH:37][C:38]=1[O:39][CH3:40])[N:35]=[CH:34][CH:33]=[C:32]2[O:41][C:42]1[CH:48]=[CH:47][C:45]([NH2:46])=[CH:44][CH:43]=1.[CH3:49][C:50]1[CH:55]=[C:54]([CH3:56])[CH:53]=[CH:52][C:51]=1[C:57]([N:59]=[C:60]=[S:61])=[O:58]. The yield is 0.930. The catalyst is C1(C)C=CC=CC=1.C(O)C. (3) The reactants are [CH:1]([C:3]1[CH:12]=[C:11]([CH3:13])[CH:10]=[CH:9][C:4]=1[C:5]([O:7][CH3:8])=[O:6])=[CH2:2]. The catalyst is [Pd].CO. The product is [CH2:1]([C:3]1[CH:12]=[C:11]([CH3:13])[CH:10]=[CH:9][C:4]=1[C:5]([O:7][CH3:8])=[O:6])[CH3:2]. The yield is 0.830. (4) The reactants are [CH:1]([O:4][C:5]1[CH:14]=[C:13]([C:15]([F:18])([F:17])[F:16])[C:12]2[C:7](=[CH:8][CH:9]=[C:10]3[NH:22][C@H:21]([CH3:23])[CH2:20][O:19][C:11]3=2)[N:6]=1)([CH3:3])[CH3:2].[CH:24](=O)[CH2:25][CH3:26].[BH3-]C#N.[Na+]. The catalyst is C(O)(C(F)(F)F)=O. The product is [CH:1]([O:4][C:5]1[CH:14]=[C:13]([C:15]([F:18])([F:17])[F:16])[C:12]2[C:7](=[CH:8][CH:9]=[C:10]3[N:22]([CH2:24][CH2:25][CH3:26])[C@H:21]([CH3:23])[CH2:20][O:19][C:11]3=2)[N:6]=1)([CH3:3])[CH3:2]. The yield is 1.00. (5) The reactants are [Cl-].[Al+3].[Cl-].[Cl-].[C:5](Cl)(=[O:8])[CH2:6][CH3:7].C([O:13][C:14]1[C:24]2[CH2:23][CH2:22][C:21]3[CH:25]=[CH:26][CH:27]=[CH:28][C:20]=3[O:19][C:18]=2[CH:17]=[C:16]([O:29]C(=O)C)[CH:15]=1)(=O)C.[OH-].[Na+]. The product is [C:5]([C:26]1[CH:27]=[CH:28][C:20]2[O:19][C:18]3[CH:17]=[C:16]([OH:29])[CH:15]=[C:14]([OH:13])[C:24]=3[CH2:23][CH2:22][C:21]=2[CH:25]=1)(=[O:8])[CH2:6][CH3:7]. The yield is 0.700. The catalyst is C(Cl)Cl.CO. (6) The reactants are [CH2:1]([NH:3][C:4]([C:6]1[CH:10]=[CH:9][NH:8][CH:7]=1)=[O:5])[CH3:2].[H-].[Na+].[CH3:13][C:14]([C:18]1[N:22]([CH2:23][CH:24]2[CH2:29][CH2:28][O:27][CH2:26][CH2:25]2)[C:21]2[CH:30]=[CH:31][C:32]([S:34](Cl)(=[O:36])=[O:35])=[CH:33][C:20]=2[N:19]=1)([CH3:17])[CH2:15][CH3:16]. The catalyst is C1COCC1. The product is [CH3:17][C:14]([C:18]1[N:22]([CH2:23][CH:24]2[CH2:25][CH2:26][O:27][CH2:28][CH2:29]2)[C:21]2[CH:30]=[CH:31][C:32]([S:34]([N:8]3[CH:9]=[CH:10][C:6]([C:4]([NH:3][CH2:1][CH3:2])=[O:5])=[CH:7]3)(=[O:36])=[O:35])=[CH:33][C:20]=2[N:19]=1)([CH3:13])[CH2:15][CH3:16]. The yield is 0.400. (7) The reactants are [F:1][C:2]([CH3:9])([CH3:8])[C:3](=O)[CH2:4][C:5]#[N:6].C(C1C=C(N)[O:15][N:14]=1)(C)C. No catalyst specified. The product is [F:1][C:2]([C:3]1[CH:4]=[C:5]([NH2:6])[O:15][N:14]=1)([CH3:9])[CH3:8]. The yield is 0.710. (8) The reactants are [Br:1][C:2]1[C:3]([O:11][CH3:12])=[CH:4][C:5]([Cl:10])=[C:6]([CH2:8][OH:9])[CH:7]=1. The catalyst is C(Cl)(Cl)Cl.[O-2].[O-2].[Mn+4]. The product is [Br:1][C:2]1[C:3]([O:11][CH3:12])=[CH:4][C:5]([Cl:10])=[C:6]([CH:7]=1)[CH:8]=[O:9]. The yield is 0.820. (9) The reactants are [Cl:1][C:2]1[CH:3]=[C:4]([O:13][CH3:14])[C:5]([O:11][CH3:12])=[C:6]([C:8](=O)[CH3:9])[CH:7]=1.C([O-])(=O)C.[NH4+].C([BH3-])#[N:21].[Na+].Cl. The catalyst is CO. The product is [Cl:1][C:2]1[CH:3]=[C:4]([O:13][CH3:14])[C:5]([O:11][CH3:12])=[C:6]([CH:8]([NH2:21])[CH3:9])[CH:7]=1. The yield is 0.400.